Dataset: NCI-60 drug combinations with 297,098 pairs across 59 cell lines. Task: Regression. Given two drug SMILES strings and cell line genomic features, predict the synergy score measuring deviation from expected non-interaction effect. Drug 1: CC1CCC2CC(C(=CC=CC=CC(CC(C(=O)C(C(C(=CC(C(=O)CC(OC(=O)C3CCCCN3C(=O)C(=O)C1(O2)O)C(C)CC4CCC(C(C4)OC)OCCO)C)C)O)OC)C)C)C)OC. Drug 2: CC1C(C(CC(O1)OC2CC(CC3=C2C(=C4C(=C3O)C(=O)C5=C(C4=O)C(=CC=C5)OC)O)(C(=O)CO)O)N)O.Cl. Cell line: HCT116. Synergy scores: CSS=47.3, Synergy_ZIP=-2.27, Synergy_Bliss=-3.44, Synergy_Loewe=-0.0895, Synergy_HSA=-0.379.